Dataset: Forward reaction prediction with 1.9M reactions from USPTO patents (1976-2016). Task: Predict the product of the given reaction. Given the reactants [C:1]1([C:7]2[O:8][C:9]([C:15]([F:18])([F:17])[F:16])=[C:10]([C:12](O)=[O:13])[N:11]=2)[CH:6]=[CH:5][CH:4]=[CH:3][CH:2]=1.CN1CCOCC1.ClC(OCC)=O.[H-].[Al+3].[Li+].[H-].[H-].[H-].[OH-].[Na+], predict the reaction product. The product is: [C:1]1([C:7]2[O:8][C:9]([C:15]([F:17])([F:18])[F:16])=[C:10]([CH2:12][OH:13])[N:11]=2)[CH:2]=[CH:3][CH:4]=[CH:5][CH:6]=1.